The task is: Predict the reaction yield, written as a fraction of the theoretical maximum amount of product (1.0 means a 100% yield; for example, 0.34 means a 34% yield).. This data is from Reaction yield outcomes from USPTO patents with 853,638 reactions. (1) The reactants are [NH2:1][C:2]1[CH:10]=[C:9]2[C:5]([CH2:6][C:7](=[O:11])[NH:8]2)=[CH:4][C:3]=1[F:12].N1C=CC=CC=1.[CH3:19][O:20][CH2:21][C:22](Cl)=[O:23]. The catalyst is O1CCCC1. The product is [F:12][C:3]1[CH:4]=[C:5]2[C:9](=[CH:10][C:2]=1[NH:1][C:22](=[O:23])[CH2:21][O:20][CH3:19])[NH:8][C:7](=[O:11])[CH2:6]2. The yield is 0.406. (2) The reactants are C[O:2][C:3](=[O:25])[C:4]1[CH:9]=[CH:8][C:7]([O:10][CH3:11])=[C:6]([NH:12][C:13]2[N:17]=[C:16]([NH2:18])[N:15]([C:19]3[CH:24]=[CH:23][CH:22]=[CH:21][N:20]=3)[N:14]=2)[CH:5]=1.C1COCC1.[OH-].[Na+].Cl. The catalyst is O.CO. The product is [NH2:18][C:16]1[N:15]([C:19]2[CH:24]=[CH:23][CH:22]=[CH:21][N:20]=2)[N:14]=[C:13]([NH:12][C:6]2[CH:5]=[C:4]([CH:9]=[CH:8][C:7]=2[O:10][CH3:11])[C:3]([OH:25])=[O:2])[N:17]=1. The yield is 0.950. (3) The reactants are [H-].[Na+].[C:3]([O:7][C:8]([N:10]1[CH2:15][CH2:14][CH:13]([CH:16]([OH:27])[C:17]2[CH:22]=[CH:21][C:20]([C:23]([F:26])([F:25])[F:24])=[CH:19][CH:18]=2)[CH2:12][CH2:11]1)=[O:9])([CH3:6])([CH3:5])[CH3:4].[Cl:28][C:29]1[CH:34]=[CH:33][CH:32]=[C:31](Cl)[N:30]=1. The catalyst is CN(C=O)C. The product is [C:3]([O:7][C:8]([N:10]1[CH2:11][CH2:12][CH:13]([CH:16]([O:27][C:31]2[CH:32]=[CH:33][CH:34]=[C:29]([Cl:28])[N:30]=2)[C:17]2[CH:22]=[CH:21][C:20]([C:23]([F:24])([F:25])[F:26])=[CH:19][CH:18]=2)[CH2:14][CH2:15]1)=[O:9])([CH3:6])([CH3:4])[CH3:5]. The yield is 0.950. (4) The yield is 0.960. The reactants are [OH-].[Na+].[Br:3][C:4]1C=C2[C:11](=[CH:12][CH:13]=1)[CH:10]=[C:9](O)C=C2.Cl.Cl[CH2:17][CH2:18][N:19]1[CH2:24][CH2:23][CH2:22][CH2:21][CH2:20]1.[O:25]1[CH2:29][CH2:28][CH2:27][CH2:26]1. The catalyst is O. The product is [Br:3][C:4]1[C:13]2[C:26](=[CH:9][CH:10]=[CH:11][CH:12]=2)[CH:27]=[CH:28][C:29]=1[O:25][CH2:17][CH2:18][N:19]1[CH2:24][CH2:23][CH2:22][CH2:21][CH2:20]1. (5) The catalyst is ClCCl. The product is [Cl:36][C:33]1[CH:32]=[CH:31][C:30]([C:28]2[S:29][C:23]3[C:22](=[O:37])[N:21]([C:18]4[CH:17]=[N:16][C:15]([O:14][CH:11]5[CH2:12][CH2:13][NH:8][CH2:9][CH2:10]5)=[CH:20][CH:19]=4)[CH:26]=[CH:25][C:24]=3[CH:27]=2)=[CH:35][CH:34]=1. The yield is 0.730. The reactants are C(OC([N:8]1[CH2:13][CH2:12][CH:11]([O:14][C:15]2[CH:20]=[CH:19][C:18]([N:21]3[CH:26]=[CH:25][C:24]4[CH:27]=[C:28]([C:30]5[CH:35]=[CH:34][C:33]([Cl:36])=[CH:32][CH:31]=5)[S:29][C:23]=4[C:22]3=[O:37])=[CH:17][N:16]=2)[CH2:10][CH2:9]1)=O)(C)(C)C.FC(F)(F)C(O)=O. (6) The reactants are [NH:1]1[C:10]2[C:5](=[CH:6][CH:7]=[CH:8][CH:9]=2)[CH2:4][CH:3]([NH:11][C:12](=[O:18])[O:13][C:14]([CH3:17])([CH3:16])[CH3:15])[CH2:2]1.[Br-:19].[Br-].[Br-].[NH+]1C=CC=CC=1.[NH+]1C=CC=CC=1.[NH+]1C=CC=CC=1.O.CCOCC. The catalyst is C1COCC1. The product is [C:14]([O:13][C:12](=[O:18])[NH:11][CH:3]1[CH2:4][C:5]2[C:10](=[CH:9][CH:8]=[C:7]([Br:19])[CH:6]=2)[NH:1][CH2:2]1)([CH3:15])([CH3:17])[CH3:16]. The yield is 0.700. (7) The reactants are [C:1]([O:5][C:6]([N:8]1[CH2:13][CH2:12][CH:11]([CH2:14][CH2:15][C:16]([OH:18])=O)[CH2:10][CH2:9]1)=[O:7])([CH3:4])([CH3:3])[CH3:2].[CH3:19][O:20][NH:21][CH3:22]. No catalyst specified. The product is [CH3:19][O:20][N:21]([CH3:22])[C:16](=[O:18])[CH2:15][CH2:14][CH:11]1[CH2:10][CH2:9][N:8]([C:6]([O:5][C:1]([CH3:2])([CH3:3])[CH3:4])=[O:7])[CH2:13][CH2:12]1. The yield is 0.970.